This data is from Catalyst prediction with 721,799 reactions and 888 catalyst types from USPTO. The task is: Predict which catalyst facilitates the given reaction. Reactant: Cl[C:2]1[N:6]([CH3:7])[C:5]2[CH:8]=[CH:9][CH:10]=[CH:11][C:4]=2[N:3]=1.[NH:12]1[CH2:17][CH2:16][NH:15][CH2:14][CH2:13]1.Cl. Product: [CH3:7][N:6]1[C:5]2[CH:8]=[CH:9][CH:10]=[CH:11][C:4]=2[N:3]=[C:2]1[N:12]1[CH2:17][CH2:16][NH:15][CH2:14][CH2:13]1. The catalyst class is: 6.